This data is from Forward reaction prediction with 1.9M reactions from USPTO patents (1976-2016). The task is: Predict the product of the given reaction. (1) Given the reactants C(N(C(C)C)CC)(C)C.[I-].[Na+].[NH2:12][CH:13]([C:28]1[CH:33]=[C:32]([F:34])[C:31]([F:35])=[C:30]([F:36])[CH:29]=1)[CH2:14][N:15]([C:24]([O:26][CH3:27])=[O:25])[CH2:16][CH:17](Cl)[C:18]([O:20][CH2:21][CH3:22])=[O:19].O.C(=O)(O)[O-].[Na+], predict the reaction product. The product is: [CH3:27][O:26][C:24]([N:15]1[CH2:14][CH:13]([C:28]2[CH:33]=[C:32]([F:34])[C:31]([F:35])=[C:30]([F:36])[CH:29]=2)[NH:12][CH:17]([C:18]([O:20][CH2:21][CH3:22])=[O:19])[CH2:16]1)=[O:25]. (2) Given the reactants [N:1]1[CH:6]=[CH:5][C:4]([CH:7]=[O:8])=[CH:3][CH:2]=1.[N+:9]([CH2:12][CH3:13])([O-:11])=[O:10].[OH-].[Na+], predict the reaction product. The product is: [N+:9]([CH:12]([CH3:13])[CH:7]([C:4]1[CH:5]=[CH:6][N:1]=[CH:2][CH:3]=1)[OH:8])([O-:11])=[O:10]. (3) Given the reactants [NH2:1][C:2]1[CH:9]=[CH:8][C:7]([CH:10]([CH3:12])[CH3:11])=[CH:6][C:3]=1[C:4]#[N:5].F[C:14]1[CH:19]=[CH:18][CH:17]=[CH:16][C:15]=1[N+:20]([O-:22])=[O:21].[OH-].[Li+], predict the reaction product. The product is: [CH:10]([C:7]1[CH:8]=[CH:9][C:2]([NH:1][C:14]2[CH:19]=[CH:18][CH:17]=[CH:16][C:15]=2[N+:20]([O-:22])=[O:21])=[C:3]([CH:6]=1)[C:4]#[N:5])([CH3:12])[CH3:11]. (4) Given the reactants [Br:1][C:2]1[CH:10]=[CH:9][CH:8]=[C:7]2[C:3]=1[CH:4]=[C:5]([C:11]([OH:13])=[O:12])[NH:6]2.[C:14]1(B(O)O)[CH:19]=[CH:18][CH:17]=[CH:16][CH:15]=1.N1C=CC=CC=1, predict the reaction product. The product is: [Br:1][C:2]1[CH:10]=[CH:9][CH:8]=[C:7]2[C:3]=1[CH:4]=[C:5]([C:11]([OH:13])=[O:12])[N:6]2[C:14]1[CH:19]=[CH:18][CH:17]=[CH:16][CH:15]=1. (5) The product is: [O:26]=[C:21]1[NH:22][C:23](=[O:25])[C:24](=[CH:1][C:3]2[CH:8]=[CH:7][C:6]([C:9]3[CH:14]=[CH:13][CH:12]=[C:11]([C:15]([O:17][CH2:18][CH3:19])=[O:16])[CH:10]=3)=[CH:5][CH:4]=2)[S:20]1. Given the reactants [CH:1]([C:3]1[CH:8]=[CH:7][C:6]([C:9]2[CH:14]=[CH:13][CH:12]=[C:11]([C:15]([O:17][CH2:18][CH3:19])=[O:16])[CH:10]=2)=[CH:5][CH:4]=1)=O.[S:20]1[CH2:24][C:23](=[O:25])[NH:22][C:21]1=[O:26], predict the reaction product.